Dataset: Catalyst prediction with 721,799 reactions and 888 catalyst types from USPTO. Task: Predict which catalyst facilitates the given reaction. (1) Reactant: C1(C(C2C=CC=CC=2)=[N:8][C:9]2[CH:10]=[CH:11][C:12]3[C:16]([CH:17]=2)=[N:15][N:14]([CH3:18])[CH:13]=3)C=CC=CC=1.Cl. Product: [CH3:18][N:14]1[CH:13]=[C:12]2[C:16]([CH:17]=[C:9]([NH2:8])[CH:10]=[CH:11]2)=[N:15]1. The catalyst class is: 317. (2) Reactant: [CH:1]([NH:14][C:15]([C:17]1[S:18][C:19]([C:22]2[N:26]([C:27]3[CH:32]=[CH:31][C:30]([O:33]C)=[CH:29][CH:28]=3)[C:25]3[CH:35]=[CH:36][CH:37]=[CH:38][C:24]=3[N:23]=2)=[CH:20][CH:21]=1)=[O:16])([C:8]1[CH:13]=[CH:12][CH:11]=[CH:10][CH:9]=1)[C:2]1[CH:7]=[CH:6][CH:5]=[CH:4][CH:3]=1.B(Br)(Br)Br. Product: [CH:1]([NH:14][C:15]([C:17]1[S:18][C:19]([C:22]2[N:26]([C:27]3[CH:28]=[CH:29][C:30]([OH:33])=[CH:31][CH:32]=3)[C:25]3[CH:35]=[CH:36][CH:37]=[CH:38][C:24]=3[N:23]=2)=[CH:20][CH:21]=1)=[O:16])([C:2]1[CH:3]=[CH:4][CH:5]=[CH:6][CH:7]=1)[C:8]1[CH:9]=[CH:10][CH:11]=[CH:12][CH:13]=1. The catalyst class is: 2. (3) Reactant: Cl[C:2]1[C:7]([CH:8]([CH2:13][CH2:14][CH3:15])[C:9]([O:11][CH3:12])=[O:10])=[C:6]([CH3:16])[N:5]=[C:4]([C:17]2[CH:22]=[CH:21][CH:20]=[CH:19][CH:18]=2)[N:3]=1.[CH2:23]([Mg]Cl)[CH3:24]. Product: [CH2:23]([C:2]1[C:7]([CH:8]([CH2:13][CH2:14][CH3:15])[C:9]([O:11][CH3:12])=[O:10])=[C:6]([CH3:16])[N:5]=[C:4]([C:17]2[CH:22]=[CH:21][CH:20]=[CH:19][CH:18]=2)[N:3]=1)[CH3:24]. The catalyst class is: 356. (4) Reactant: [NH:1]1[C:5]2[CH:6]=[CH:7][CH:8]=[CH:9][C:4]=2[N:3]=[CH:2]1.I[C:11]1[CH:16]=[CH:15][CH:14]=[CH:13][CH:12]=1.N1C2C(=CC=C3C=2N=CC=C3)C=CC=1. Product: [C:11]1([N:1]2[C:5]3[CH:6]=[CH:7][CH:8]=[CH:9][C:4]=3[N:3]=[CH:2]2)[CH:16]=[CH:15][CH:14]=[CH:13][CH:12]=1. The catalyst class is: 122. (5) Reactant: Cl[C:2]1[CH:3]=[C:4]([CH:9]=[CH:10][N:11]=1)[C:5]([O:7][CH3:8])=[O:6].[Br-].[CH2:13]([Zn+])[C:14]1[CH:19]=[CH:18][CH:17]=[CH:16][CH:15]=1. Product: [CH2:13]([C:2]1[CH:3]=[C:4]([CH:9]=[CH:10][N:11]=1)[C:5]([O:7][CH3:8])=[O:6])[C:14]1[CH:19]=[CH:18][CH:17]=[CH:16][CH:15]=1. The catalyst class is: 176. (6) Reactant: [Cl:1][C:2]1[CH:7]=[CH:6][CH:5]=[CH:4][C:3]=1[C:8]1[C:27](=[O:28])[N:26]([CH3:29])[C:11]2[N:12]=[C:13]([NH:16][C:17]3[CH:22]=[CH:21][CH:20]=[C:19]([CH2:23][NH:24][CH3:25])[CH:18]=3)[N:14]=[CH:15][C:10]=2[CH:9]=1.[C:30]([C:32](=[CH:36][CH:37]1[CH2:39][CH2:38]1)[C:33]([OH:35])=O)#[N:31].CN(C(ON1N=NC2C=CC=NC1=2)=[N+](C)C)C.F[P-](F)(F)(F)(F)F.CCN(C(C)C)C(C)C. Product: [Cl:1][C:2]1[CH:7]=[CH:6][CH:5]=[CH:4][C:3]=1[C:8]1[C:27](=[O:28])[N:26]([CH3:29])[C:11]2[N:12]=[C:13]([NH:16][C:17]3[CH:18]=[C:19]([CH:20]=[CH:21][CH:22]=3)[CH2:23][N:24]([CH3:25])[C:33](=[O:35])[C:32]([C:30]#[N:31])=[CH:36][CH:37]3[CH2:39][CH2:38]3)[N:14]=[CH:15][C:10]=2[CH:9]=1. The catalyst class is: 2.